Dataset: Forward reaction prediction with 1.9M reactions from USPTO patents (1976-2016). Task: Predict the product of the given reaction. (1) Given the reactants [OH:1][C@H:2]([C:13]1[C:14]([CH3:23])=[C:15]2[C:19](=[CH:20][CH:21]=1)[C:18](=[O:22])[O:17][CH2:16]2)[CH2:3][N:4]1[CH2:9][CH2:8][CH:7]([C:10](O)=[O:11])[CH2:6][CH2:5]1.CN(C(ON1N=NC2C=CC=CC1=2)=[N+](C)C)C.F[P-](F)(F)(F)(F)F.[S:48]1[C:52]([NH2:53])=[CH:51][CH:50]=[N:49]1.C(N(C(C)C)CC)(C)C, predict the reaction product. The product is: [OH:1][C@H:2]([C:13]1[CH:21]=[CH:20][C:19]2[C:18](=[O:22])[O:17][CH2:16][C:15]=2[C:14]=1[CH3:23])[CH2:3][N:4]1[CH2:5][CH2:6][CH:7]([C:10]([NH:53][C:52]2[S:48][N:49]=[CH:50][CH:51]=2)=[O:11])[CH2:8][CH2:9]1. (2) Given the reactants [C:1]([O:4][CH2:5][C@@H:6]1[C@@H:13]2[C@@H:9]([O:10][C:11]([CH3:15])([CH3:14])[O:12]2)[C@H:8]([N:16]2[CH:24]=[N:23][C:22]3[C:17]2=[N:18][CH:19]=[N:20][C:21]=3Br)[O:7]1)(=[O:3])[CH3:2].C([Sn](CCCC)(CCCC)[C:31]1[O:32][CH:33]=[CH:34][CH:35]=1)CCC, predict the reaction product. The product is: [C:1]([O:4][CH2:5][C@@H:6]1[C@@H:13]2[C@@H:9]([O:10][C:11]([CH3:15])([CH3:14])[O:12]2)[C@H:8]([N:16]2[CH:24]=[N:23][C:22]3[C:17]2=[N:18][CH:19]=[N:20][C:21]=3[C:31]2[O:32][CH:33]=[CH:34][CH:35]=2)[O:7]1)(=[O:3])[CH3:2]. (3) Given the reactants [OH:1][CH:2]([C:11]1[CH:16]=[CH:15][C:14]([O:17][CH3:18])=[CH:13][CH:12]=1)[C:3]([C:5]1[CH:10]=[CH:9][CH:8]=[CH:7][CH:6]=1)=[O:4].C(N(CC)CC)C.[CH3:26][O:27][C:28](=[O:38])[CH2:29][CH2:30][CH2:31][CH2:32][CH2:33][CH2:34][C:35](Cl)=[O:36], predict the reaction product. The product is: [CH3:26][O:27][C:28](=[O:38])[CH2:29][CH2:30][CH2:31][CH2:32][CH2:33][CH2:34][C:35]([O:1][CH:2]([C:11]1[CH:12]=[CH:13][C:14]([O:17][CH3:18])=[CH:15][CH:16]=1)[C:3](=[O:4])[C:5]1[CH:6]=[CH:7][CH:8]=[CH:9][CH:10]=1)=[O:36]. (4) The product is: [C:1]([C:4]1[CH:5]=[C:6]([C:10]2[CH:11]=[CH:12][C:13]([CH2:16][CH:17]([NH:31][S:32]([C:35]3[CH:36]=[N:37][CH:38]=[CH:39][CH:40]=3)(=[O:34])=[O:33])[C:18]3[N:23]=[C:22]([NH:24][CH2:25][C:26]([OH:28])=[O:27])[CH:21]=[CH:20][CH:19]=3)=[CH:14][CH:15]=2)[CH:7]=[CH:8][CH:9]=1)#[C:2][CH3:3]. Given the reactants [C:1]([C:4]1[CH:5]=[C:6]([C:10]2[CH:15]=[CH:14][C:13]([CH2:16][CH:17]([NH:31][S:32]([C:35]3[CH:36]=[N:37][CH:38]=[CH:39][CH:40]=3)(=[O:34])=[O:33])[C:18]3[N:23]=[C:22]([NH:24][CH2:25][C:26]([O:28]CC)=[O:27])[CH:21]=[CH:20][CH:19]=3)=[CH:12][CH:11]=2)[CH:7]=[CH:8][CH:9]=1)#[C:2][CH3:3].[OH-].[Na+].O.Cl, predict the reaction product. (5) Given the reactants [I:1][C:2]1[C:3]([C:8]([OH:10])=[O:9])=[N:4][CH:5]=[CH:6][CH:7]=1.OS(O)(=O)=O.[CH3:16]O, predict the reaction product. The product is: [I:1][C:2]1[C:3]([C:8]([O:10][CH3:16])=[O:9])=[N:4][CH:5]=[CH:6][CH:7]=1.